Dataset: Catalyst prediction with 721,799 reactions and 888 catalyst types from USPTO. Task: Predict which catalyst facilitates the given reaction. (1) Reactant: Cl.[C:2]1([CH2:8][CH2:9][C:10]([N:12]2[CH2:17][CH2:16][NH:15][CH2:14][CH2:13]2)=[O:11])[CH:7]=[CH:6][CH:5]=[CH:4][CH:3]=1.[C:18](N1C=CN=C1)([N:20]1[CH:24]=[CH:23][N:22]=[CH:21]1)=[O:19]. Product: [N:20]1([C:18]([N:15]2[CH2:14][CH2:13][N:12]([C:10](=[O:11])[CH2:9][CH2:8][C:2]3[CH:7]=[CH:6][CH:5]=[CH:4][CH:3]=3)[CH2:17][CH2:16]2)=[O:19])[CH:24]=[CH:23][N:22]=[CH:21]1. The catalyst class is: 10. (2) The catalyst class is: 65. Product: [Cl:17][C:14]1[CH:13]=[CH:12][C:11]([C@H:10]([NH2:18])[C@@H:9]([C:27]2[CH:32]=[CH:31][C:30]([Cl:33])=[CH:29][CH:28]=2)[NH2:8])=[CH:16][CH:15]=1. Reactant: ClC1C=CC(C([NH:8][C@@H:9]([C:27]2[CH:32]=[CH:31][C:30]([Cl:33])=[CH:29][CH:28]=2)[CH:10]([N:18]=CC2C=CC(Cl)=CC=2)[C:11]2[CH:16]=[CH:15][C:14]([Cl:17])=[CH:13][CH:12]=2)=O)=CC=1. (3) Reactant: C(OC([N:8]1[CH2:13][CH2:12][N:11]([C:14]2[S:15][CH:16]=[C:17]([CH2:19][O:20][C:21]3[CH:26]=[CH:25][C:24]([S:27]([CH3:30])(=[O:29])=[O:28])=[CH:23][CH:22]=3)[N:18]=2)[CH2:10][CH2:9]1)=O)(C)(C)C.[ClH:31]. Product: [ClH:31].[CH3:30][S:27]([C:24]1[CH:23]=[CH:22][C:21]([O:20][CH2:19][C:17]2[N:18]=[C:14]([N:11]3[CH2:12][CH2:13][NH:8][CH2:9][CH2:10]3)[S:15][CH:16]=2)=[CH:26][CH:25]=1)(=[O:29])=[O:28]. The catalyst class is: 71.